This data is from Forward reaction prediction with 1.9M reactions from USPTO patents (1976-2016). The task is: Predict the product of the given reaction. (1) Given the reactants C(OC([N:8]1[CH2:17][CH2:16][C:15]2[NH:14][N:13]=[C:12]([C:18]3[CH:23]=[CH:22][C:21]([Cl:24])=[CH:20][CH:19]=3)[C:11]=2[CH2:10][CH2:9]1)=O)(C)(C)C.Cl.Cl[CH2:27][C:28]1[CH:29]=[N:30][CH:31]=[CH:32][CH:33]=1.ClC1C=CC(C2N(CC3C=NC=CC=3)N=C3C=2CCNCC3)=CC=1, predict the reaction product. The product is: [Cl:24][C:21]1[CH:20]=[CH:19][C:18]([C:12]2[C:11]3[CH2:10][CH2:9][NH:8][CH2:17][CH2:16][C:15]=3[N:14]([CH2:27][C:28]3[CH:29]=[N:30][CH:31]=[CH:32][CH:33]=3)[N:13]=2)=[CH:23][CH:22]=1. (2) Given the reactants Cl[C:2]1[N:11]=[C:10](Cl)[C:9]2[C:4](=[CH:5][CH:6]=[C:7]([Cl:13])[CH:8]=2)[N:3]=1.[NH2:14][CH2:15][C:16]1([NH2:20])[CH2:19][O:18][CH2:17]1.[S:21]1(=[O:33])(=[O:32])[C:27]2[CH:28]=[CH:29][CH:30]=[CH:31][C:26]=2[CH2:25][NH:24][CH2:23][CH2:22]1, predict the reaction product. The product is: [NH2:20][C:16]1([CH2:15][NH:14][C:10]2[C:9]3[C:4](=[CH:5][CH:6]=[C:7]([Cl:13])[CH:8]=3)[N:3]=[C:2]([N:24]3[CH2:25][C:26]4[CH:31]=[CH:30][CH:29]=[CH:28][C:27]=4[S:21](=[O:33])(=[O:32])[CH2:22][CH2:23]3)[N:11]=2)[CH2:19][O:18][CH2:17]1. (3) Given the reactants N1C=CC=CC=1.C(O[C:11](=[O:13])[CH3:12])(=O)C.[Cl:14][C:15]1[CH:20]=[CH:19][C:18]([CH:21]([C:43]2[CH:48]=[CH:47][C:46]([Cl:49])=[CH:45][CH:44]=2)[N:22]2[CH2:25][C:24](=[CH:26][S:27]([CH2:30][C:31]3[CH:32]=[C:33]([N:37]4[CH2:42][CH2:41][NH:40][CH2:39][CH2:38]4)[CH:34]=[CH:35][CH:36]=3)(=[O:29])=[O:28])[CH2:23]2)=[CH:17][CH:16]=1, predict the reaction product. The product is: [C:11]([N:40]1[CH2:41][CH2:42][N:37]([C:33]2[CH:34]=[CH:35][CH:36]=[C:31]([CH2:30][S:27]([CH:26]=[C:24]3[CH2:23][N:22]([CH:21]([C:18]4[CH:17]=[CH:16][C:15]([Cl:14])=[CH:20][CH:19]=4)[C:43]4[CH:48]=[CH:47][C:46]([Cl:49])=[CH:45][CH:44]=4)[CH2:25]3)(=[O:28])=[O:29])[CH:32]=2)[CH2:38][CH2:39]1)(=[O:13])[CH3:12]. (4) Given the reactants C(OC(=O)[NH:7][C@@H:8]([C:11]1[CH:16]=[CH:15][C:14]([O:17][CH3:18])=[C:13]([C:19](=[O:28])[C:20]2[CH:25]=[CH:24][CH:23]=[C:22]([C:26]#[N:27])[CH:21]=2)[C:12]=1[F:29])[CH2:9][CH3:10])(C)(C)C.Cl.O1CCOCC1.[OH-].[Na+], predict the reaction product. The product is: [NH2:7][C@@H:8]([C:11]1[C:12]([F:29])=[C:13]([C:14]([O:17][CH3:18])=[CH:15][CH:16]=1)[C:19]([C:20]1[CH:21]=[C:22]([CH:23]=[CH:24][CH:25]=1)[C:26]#[N:27])=[O:28])[CH2:9][CH3:10]. (5) Given the reactants [N:1]1[CH:6]=[C:5]([CH3:7])[CH:4]=[C:3]([CH3:8])[C:2]=1[CH3:9].[OH:10]O, predict the reaction product. The product is: [CH3:9][C:2]1[C:3]([CH3:8])=[CH:4][C:5]([CH3:7])=[CH:6][N+:1]=1[O-:10].